From a dataset of Forward reaction prediction with 1.9M reactions from USPTO patents (1976-2016). Predict the product of the given reaction. Given the reactants Br[C:2]1[N:3]([CH:17]2[CH2:22][CH2:21][CH2:20][CH2:19][O:18]2)[C:4]2[C:9]([N:10]=1)=[C:8]([NH2:11])[N:7]=[C:6]([O:12][CH2:13][CH2:14][O:15][CH3:16])[N:5]=2.[CH3:23][O-:24].[Na+], predict the reaction product. The product is: [CH3:23][O:24][C:2]1[N:3]([CH:17]2[CH2:22][CH2:21][CH2:20][CH2:19][O:18]2)[C:4]2[C:9]([N:10]=1)=[C:8]([NH2:11])[N:7]=[C:6]([O:12][CH2:13][CH2:14][O:15][CH3:16])[N:5]=2.